Dataset: Forward reaction prediction with 1.9M reactions from USPTO patents (1976-2016). Task: Predict the product of the given reaction. Given the reactants [C:1]([C:4]1[C:9]([C:10]2[CH:15]=[CH:14][CH:13]=[CH:12][CH:11]=2)=[N:8][N:7]([CH2:16][CH3:17])[C:6](=[O:18])[C:5]=1[N+:19]([O-])=O)(=[O:3])[CH3:2].N[C:23]1[CH:31]=[CH:30][CH:29]=[C:28]2[C:24]=1[CH:25]=[CH:26][NH:27]2, predict the reaction product. The product is: [C:1]([C:4]1[C:9]([C:10]2[CH:15]=[CH:14][CH:13]=[CH:12][CH:11]=2)=[N:8][N:7]([CH2:16][CH3:17])[C:6](=[O:18])[C:5]=1[NH:19][C:23]1[CH:31]=[CH:30][CH:29]=[C:28]2[C:24]=1[CH:25]=[CH:26][NH:27]2)(=[O:3])[CH3:2].